The task is: Predict which catalyst facilitates the given reaction.. This data is from Catalyst prediction with 721,799 reactions and 888 catalyst types from USPTO. (1) Reactant: [Br:1][C:2]1[CH:10]=[CH:9][CH:8]=[C:7]2[C:3]=1[CH:4]=[CH:5][NH:6]2.[CH3:11][C:12]([O:15][C:16](O[C:16]([O:15][C:12]([CH3:14])([CH3:13])[CH3:11])=[O:17])=[O:17])([CH3:14])[CH3:13]. Product: [C:16]([N:6]1[C:7]2[C:3](=[C:2]([Br:1])[CH:10]=[CH:9][CH:8]=2)[CH:4]=[CH:5]1)([O:15][C:12]([CH3:14])([CH3:13])[CH3:11])=[O:17]. The catalyst class is: 649. (2) The catalyst class is: 7. Reactant: [OH:1][CH2:2][C:3]1[CH:4]=[CH:5][C:6]([CH2:10][C:11]2[CH:16]=[CH:15][C:14]([O:17][C:18]([F:21])([F:20])[F:19])=[CH:13][CH:12]=2)=[C:7]([OH:9])[CH:8]=1.[C:22](OC=C)(=[O:24])[CH3:23].CCCC[Sn](Cl)(O[Sn](Cl)(CCCC)CCCC)CCCC.C(OCC)(=O)C. Product: [C:22]([O:1][CH2:2][C:3]1[CH:4]=[CH:5][C:6]([CH2:10][C:11]2[CH:16]=[CH:15][C:14]([O:17][C:18]([F:19])([F:20])[F:21])=[CH:13][CH:12]=2)=[C:7]([OH:9])[CH:8]=1)(=[O:24])[CH3:23].